This data is from Peptide-MHC class I binding affinity with 185,985 pairs from IEDB/IMGT. The task is: Regression. Given a peptide amino acid sequence and an MHC pseudo amino acid sequence, predict their binding affinity value. This is MHC class I binding data. (1) The peptide sequence is LSDLCNFLV. The MHC is HLA-A03:01 with pseudo-sequence HLA-A03:01. The binding affinity (normalized) is 0.0847. (2) The peptide sequence is MVRVLTVIKEY. The MHC is HLA-B53:01 with pseudo-sequence HLA-B53:01. The binding affinity (normalized) is 0.0847. (3) The MHC is HLA-B27:05 with pseudo-sequence HLA-B27:05. The binding affinity (normalized) is 0.0847. The peptide sequence is QVQMLINTY. (4) The peptide sequence is SVEFDMSHL. The MHC is H-2-Db with pseudo-sequence H-2-Db. The binding affinity (normalized) is 0.176.